This data is from Full USPTO retrosynthesis dataset with 1.9M reactions from patents (1976-2016). The task is: Predict the reactants needed to synthesize the given product. (1) The reactants are: [CH:1]([C:4]1[CH:10]=[CH:9][CH:8]=[C:7]([CH:11]([CH3:13])[CH3:12])[C:5]=1[NH2:6])([CH3:3])[CH3:2].C[Al](C)C.[CH3:18][O:19][C:20]1[CH:21]=[C:22]([C:32]#[N:33])[CH:23]=[C:24]([C:26]2[CH:31]=[CH:30][CH:29]=[CH:28][CH:27]=2)[CH:25]=1.C(Cl)Cl. Given the product [CH:11]([C:7]1[CH:8]=[CH:9][CH:10]=[C:4]([CH:1]([CH3:3])[CH3:2])[C:5]=1[NH:6][C:32]([C:22]1[CH:23]=[C:24]([C:26]2[CH:31]=[CH:30][CH:29]=[CH:28][CH:27]=2)[CH:25]=[C:20]([O:19][CH3:18])[CH:21]=1)=[NH:33])([CH3:13])[CH3:12], predict the reactants needed to synthesize it. (2) The reactants are: [NH2:1][C:2]1[CH:3]=[CH:4][C:5]([CH3:21])=[C:6]([NH:8][C:9]2[N:14]=[C:13]([C:15]3[CH:16]=[N:17][CH:18]=[CH:19][CH:20]=3)[CH:12]=[CH:11][N:10]=2)[CH:7]=1.CN1CCOCC1.Cl.Cl.[CH3:31][N:32]1[CH2:37][CH2:36][N:35]([CH2:38][C:39]2[CH:47]=[CH:46][C:42]([C:43](Cl)=[O:44])=[CH:41][CH:40]=2)[CH2:34][CH2:33]1.[OH-].[Na+]. Given the product [CH3:31][N:32]1[CH2:37][CH2:36][N:35]([CH2:38][C:39]2[CH:47]=[CH:46][C:42]([C:43]([NH:1][C:2]3[CH:3]=[CH:4][C:5]([CH3:21])=[C:6]([NH:8][C:9]4[N:14]=[C:13]([C:15]5[CH:16]=[N:17][CH:18]=[CH:19][CH:20]=5)[CH:12]=[CH:11][N:10]=4)[CH:7]=3)=[O:44])=[CH:41][CH:40]=2)[CH2:34][CH2:33]1, predict the reactants needed to synthesize it. (3) Given the product [O:1]1[C:5]2[CH:6]=[CH:7][CH:8]=[CH:9][C:4]=2[N:3]=[C:2]1[C:10]1([C:13]([NH:47][C:48]2[CH:81]=[CH:80][C:51]([O:52][C:53]3[CH:58]=[CH:57][N:56]=[C:55]4[N:59]([CH2:71][C:72]5[CH:73]=[CH:74][C:75]([O:78][CH3:79])=[CH:76][CH:77]=5)[N:60]=[C:61]([N:62]5[CH2:63][CH2:64][CH:65]([N:68]([CH3:70])[CH3:69])[CH2:66][CH2:67]5)[C:54]=34)=[C:50]([F:82])[CH:49]=2)=[O:15])[CH2:11][CH2:12]1, predict the reactants needed to synthesize it. The reactants are: [O:1]1[C:5]2[CH:6]=[CH:7][CH:8]=[CH:9][C:4]=2[N:3]=[C:2]1[C:10]1([C:13]([OH:15])=O)[CH2:12][CH2:11]1.CCN(C(C)C)C(C)C.CCN=C=NCCCN(C)C.C1C=CC2N(O)N=NC=2C=1.O.[NH2:47][C:48]1[CH:81]=[CH:80][C:51]([O:52][C:53]2[CH:58]=[CH:57][N:56]=[C:55]3[N:59]([CH2:71][C:72]4[CH:77]=[CH:76][C:75]([O:78][CH3:79])=[CH:74][CH:73]=4)[N:60]=[C:61]([N:62]4[CH2:67][CH2:66][CH:65]([N:68]([CH3:70])[CH3:69])[CH2:64][CH2:63]4)[C:54]=23)=[C:50]([F:82])[CH:49]=1. (4) Given the product [C:1]([C:3]1[C:4]([C:19]2[CH:24]=[CH:23][C:22]([Cl:25])=[CH:21][C:20]=2[Cl:26])=[C:5]([C:14]([OH:16])=[O:15])[S:6][C:7]=1[N:8]1[CH2:9][CH2:10][O:11][CH2:12][CH2:13]1)#[N:2], predict the reactants needed to synthesize it. The reactants are: [C:1]([C:3]1[C:4]([C:19]2[CH:24]=[CH:23][C:22]([Cl:25])=[CH:21][C:20]=2[Cl:26])=[C:5]([C:14]([O:16]CC)=[O:15])[S:6][C:7]=1[N:8]1[CH2:13][CH2:12][O:11][CH2:10][CH2:9]1)#[N:2].[OH-].[Na+]. (5) Given the product [C:34]([C:30]1[N:29]=[CH:28][N:27]2[C:25](=[O:26])[N:24]([CH2:23][C:39]([O:41][CH2:42][CH3:43])=[O:40])[N:33]=[N:32][C:31]=12)(=[O:35])[NH2:36], predict the reactants needed to synthesize it. The reactants are: N1(C2CCCCCCCCCC2)CCCN=CCCCCC1.[CH3:23][N:24]1[N:33]=[N:32][C:31]2[N:27]([CH:28]=[N:29][C:30]=2[C:34]([NH2:36])=[O:35])[C:25]1=[O:26].IC[C:39]([O:41][CH2:42][CH3:43])=[O:40].Cl. (6) Given the product [N:27]1([C:15]2[C:16]3=[C:8]([C:3]4[CH:4]=[N:5][N:6]([CH3:7])[C:2]=4[Br:1])[N:9]=[C:10]([CH3:18])[N:11]3[N:12]=[CH:13][N:14]=2)[CH2:28][CH2:32][CH2:31]1, predict the reactants needed to synthesize it. The reactants are: [Br:1][C:2]1[N:6]([CH3:7])[N:5]=[CH:4][C:3]=1[C:8]1[N:9]=[C:10]([CH3:18])[N:11]2[C:16]=1[C:15](=O)[NH:14][CH:13]=[N:12]2.P(Cl)(Cl)(Cl)=O.C([N:27]([CH2:31][CH3:32])[CH:28](C)C)(C)C.P([O-])([O-])([O-])=O.[K+].[K+].[K+].N1CCC1.C(=O)(O)[O-].[Na+]. (7) Given the product [CH3:59][C:56]1[CH:57]=[CH:58][C:53]([NH:52][C:51](=[O:61])[O:50][C:46]([CH3:47])([CH3:49])[CH3:48])=[CH:54][C:55]=1[NH:60][C:10]([C:8]1[S:7][C:3]2=[N:4][CH:5]=[CH:6][N:1]=[C:2]2[CH:9]=1)=[O:12], predict the reactants needed to synthesize it. The reactants are: [N:1]1[CH:6]=[CH:5][N:4]=[C:3]2[S:7][C:8]([C:10]([OH:12])=O)=[CH:9][C:2]=12.CN(C(ON1N=NC2C=CC=NC1=2)=[N+](C)C)C.F[P-](F)(F)(F)(F)F.CCN(C(C)C)C(C)C.[C:46]([O:50][C:51](=[O:61])[NH:52][C:53]1[CH:58]=[CH:57][C:56]([CH3:59])=[C:55]([NH2:60])[CH:54]=1)([CH3:49])([CH3:48])[CH3:47].C(O)(=O)CC(CC(O)=O)(C(O)=O)O.